This data is from Catalyst prediction with 721,799 reactions and 888 catalyst types from USPTO. The task is: Predict which catalyst facilitates the given reaction. Reactant: [Cl:1][C:2]1[CH:3]=[C:4]2[C:10]([C:11]([CH3:13])=[CH2:12])=[C:9]([Si](C)(C)C)[NH:8][C:5]2=[N:6][CH:7]=1.[I:18]N1C(=O)CCC1=O.[O-]S([O-])(=S)=O.[Na+].[Na+]. Product: [Cl:1][C:2]1[CH:3]=[C:4]2[C:10]([C:11]([CH3:13])=[CH2:12])=[C:9]([I:18])[NH:8][C:5]2=[N:6][CH:7]=1. The catalyst class is: 4.